Predict the reaction yield, written as a fraction of the theoretical maximum amount of product (1.0 means a 100% yield; for example, 0.34 means a 34% yield). From a dataset of Buchwald-Hartwig C-N cross coupling reaction yields with 55,370 reactions. (1) The reactants are Ic1ccccn1.Cc1ccc(N)cc1.O=S(=O)(O[Pd]1c2ccccc2-c2ccccc2N~1)C(F)(F)F.COc1ccc(OC)c(P(C(C)(C)C)C(C)(C)C)c1-c1c(C(C)C)cc(C(C)C)cc1C(C)C.CN1CCCN2CCCN=C12.CCOC(=O)c1cnoc1C. No catalyst specified. The product is Cc1ccc(Nc2ccccn2)cc1. The yield is 0.780. (2) The reactants are CCc1ccc(Br)cc1.Cc1ccc(N)cc1.O=S(=O)(O[Pd]1c2ccccc2-c2ccccc2N~1)C(F)(F)F.CC(C)c1cc(C(C)C)c(-c2ccccc2P(C2CCCCC2)C2CCCCC2)c(C(C)C)c1.CCN=P(N=P(N(C)C)(N(C)C)N(C)C)(N(C)C)N(C)C.CCOC(=O)c1cc(OC)no1. No catalyst specified. The product is CCc1ccc(Nc2ccc(C)cc2)cc1. The yield is 0.604. (3) The reactants are Brc1cccnc1.Cc1ccc(N)cc1.O=S(=O)(O[Pd]1c2ccccc2-c2ccccc2N~1)C(F)(F)F.COc1ccc(OC)c(P(C(C)(C)C)C(C)(C)C)c1-c1c(C(C)C)cc(C(C)C)cc1C(C)C.CN1CCCN2CCCN=C12.c1ccc2oncc2c1. No catalyst specified. The product is Cc1ccc(Nc2cccnc2)cc1. The yield is 0.800. (4) The reactants are FC(F)(F)c1ccc(Br)cc1.Cc1ccc(N)cc1.O=S(=O)(O[Pd]1c2ccccc2-c2ccccc2N~1)C(F)(F)F.COc1ccc(OC)c(P([C@]23C[C@H]4C[C@H](C[C@H](C4)C2)C3)[C@]23C[C@H]4C[C@H](C[C@H](C4)C2)C3)c1-c1c(C(C)C)cc(C(C)C)cc1C(C)C.CN(C)C(=NC(C)(C)C)N(C)C.COC(=O)c1cc(-c2ccco2)on1. No catalyst specified. The product is Cc1ccc(Nc2ccc(C(F)(F)F)cc2)cc1. The yield is 0.288. (5) The reactants are CCc1ccc(Br)cc1.Cc1ccc(N)cc1.O=S(=O)(O[Pd]1c2ccccc2-c2ccccc2N~1)C(F)(F)F.CC(C)c1cc(C(C)C)c(-c2ccccc2P(C2CCCCC2)C2CCCCC2)c(C(C)C)c1.CN(C)C(=NC(C)(C)C)N(C)C.COC(=O)c1ccno1. No catalyst specified. The product is CCc1ccc(Nc2ccc(C)cc2)cc1. The yield is 0.0489. (6) The reactants are CCc1ccc(Br)cc1.Cc1ccc(N)cc1.O=S(=O)(O[Pd]1c2ccccc2-c2ccccc2N~1)C(F)(F)F.CC(C)c1cc(C(C)C)c(-c2ccccc2P(C(C)(C)C)C(C)(C)C)c(C(C)C)c1.CN1CCCN2CCCN=C12.c1ccc(-c2ccon2)cc1. No catalyst specified. The product is CCc1ccc(Nc2ccc(C)cc2)cc1. The yield is 0.831. (7) The reactants are CCc1ccc(I)cc1.Cc1ccc(N)cc1.O=S(=O)(O[Pd]1c2ccccc2-c2ccccc2N~1)C(F)(F)F.COc1ccc(OC)c(P([C@]23C[C@H]4C[C@H](C[C@H](C4)C2)C3)[C@]23C[C@H]4C[C@H](C[C@H](C4)C2)C3)c1-c1c(C(C)C)cc(C(C)C)cc1C(C)C.CN1CCCN2CCCN=C12.CCOC(=O)c1cc(OC)no1. No catalyst specified. The product is CCc1ccc(Nc2ccc(C)cc2)cc1. The yield is 0.750. (8) The reactants are CCc1ccc(Cl)cc1.Cc1ccc(N)cc1.O=S(=O)(O[Pd]1c2ccccc2-c2ccccc2N~1)C(F)(F)F.COc1ccc(OC)c(P([C@]23C[C@H]4C[C@H](C[C@H](C4)C2)C3)[C@]23C[C@H]4C[C@H](C[C@H](C4)C2)C3)c1-c1c(C(C)C)cc(C(C)C)cc1C(C)C.CN1CCCN2CCCN=C12.c1ccc(-c2ccno2)cc1. No catalyst specified. The product is CCc1ccc(Nc2ccc(C)cc2)cc1. The yield is 0.0217.